From a dataset of Peptide-MHC class II binding affinity with 134,281 pairs from IEDB. Regression. Given a peptide amino acid sequence and an MHC pseudo amino acid sequence, predict their binding affinity value. This is MHC class II binding data. (1) The peptide sequence is SLSNKIKQKTKQIGN. The MHC is H-2-IAb with pseudo-sequence H-2-IAb. The binding affinity (normalized) is 0. (2) The peptide sequence is RPFNNILNL. The MHC is DRB1_0101 with pseudo-sequence DRB1_0101. The binding affinity (normalized) is 0.119. (3) The peptide sequence is GSDPKKLVLNIKYTRPGDSL. The MHC is DRB1_0405 with pseudo-sequence DRB1_0405. The binding affinity (normalized) is 0.422. (4) The peptide sequence is VCGMFTNRSGSQQW. The MHC is HLA-DPA10201-DPB10101 with pseudo-sequence HLA-DPA10201-DPB10101. The binding affinity (normalized) is 0.0538.